This data is from Full USPTO retrosynthesis dataset with 1.9M reactions from patents (1976-2016). The task is: Predict the reactants needed to synthesize the given product. (1) Given the product [CH2:1]([C@H:8]1[CH2:9][N:10]([C:14]2[CH:19]=[CH:18][C:17]([O:20][CH3:21])=[C:16]([O:22][CH:23]3[CH2:27][CH2:26][CH2:25][CH2:24]3)[CH:15]=2)[CH2:11][CH2:12][N:13]1[C:35](=[O:36])[CH2:34][C:31]1[N:30]=[C:29]([CH3:28])[NH:33][N:32]=1)[C:2]1[CH:3]=[CH:4][CH:5]=[CH:6][CH:7]=1, predict the reactants needed to synthesize it. The reactants are: [CH2:1]([C@@H:8]1[NH:13][CH2:12][CH2:11][N:10]([C:14]2[CH:19]=[CH:18][C:17]([O:20][CH3:21])=[C:16]([O:22][CH:23]3[CH2:27][CH2:26][CH2:25][CH2:24]3)[CH:15]=2)[CH2:9]1)[C:2]1[CH:7]=[CH:6][CH:5]=[CH:4][CH:3]=1.[CH3:28][C:29]1[NH:33][N:32]=[C:31]([CH2:34][C:35](O)=[O:36])[N:30]=1.C(N(C(C)C)CC)(C)C.CN(C(ON1N=NC2C=CC=NC1=2)=[N+](C)C)C.F[P-](F)(F)(F)(F)F. (2) Given the product [Cl:1][C:2]1[CH:7]=[CH:6][CH:5]=[C:4]([Cl:8])[C:3]=1[NH:9][C:10]1[NH:22][C:21]2[C:16]3[N:17]=[C:18]([CH3:20])[O:19][C:15]=3[C:14]([C:23]([NH:39][CH:36]3[CH2:37][CH2:38][C:33]([F:40])([F:32])[CH2:34][CH2:35]3)=[O:24])=[CH:13][C:12]=2[N:11]=1, predict the reactants needed to synthesize it. The reactants are: [Cl:1][C:2]1[CH:7]=[CH:6][CH:5]=[C:4]([Cl:8])[C:3]=1[NH:9][C:10]1[NH:22][C:21]2[C:16]3[N:17]=[C:18]([CH3:20])[O:19][C:15]=3[C:14]([C:23](O)=[O:24])=[CH:13][C:12]=2[N:11]=1.C(Cl)(=O)C(Cl)=O.[F:32][C:33]1([F:40])[CH2:38][CH2:37][CH:36]([NH2:39])[CH2:35][CH2:34]1.CCN(C(C)C)C(C)C. (3) The reactants are: [Cl:1][C:2]1[CH:3]=[C:4]([C:23]([O:25][CH3:26])=[O:24])[C:5]([CH3:22])=[C:6]([CH:21]=1)[O:7][CH:8]1[CH2:13][CH2:12][N:11](C(OC(C)(C)C)=O)[CH2:10][CH2:9]1.Cl.O1CCOCC1. Given the product [ClH:1].[Cl:1][C:2]1[CH:21]=[C:6]([O:7][CH:8]2[CH2:13][CH2:12][NH:11][CH2:10][CH2:9]2)[C:5]([CH3:22])=[C:4]([CH:3]=1)[C:23]([O:25][CH3:26])=[O:24], predict the reactants needed to synthesize it. (4) Given the product [OH:3][P:1]([O-:5])([OH:4])=[O:2].[OH:9][P:8]([O-:11])([O-:10])=[O:7].[Na+:6].[Na+:6].[Na+:6].[Cl-:34].[Cl-:34].[K+:36].[K+:36].[P:22]([O-:25])([O-:24])([O-:23])=[O:21].[Na+:6].[Na+:6].[Na+:6].[Na+:6].[Cl-:34], predict the reactants needed to synthesize it. The reactants are: [P:1]([OH:5])([OH:4])([O-:3])=[O:2].[Na+:6].[OH:7][P:8]([O-:11])([O-:10])=[O:9].[Na+].[Na+].S([O-])([O-])(=O)=O.[NH4+].[NH4+].[OH:21][P:22]([O-:25])([OH:24])=[O:23].[OH:21][P:22]([O-:25])([O-:24])=[O:23].[Na+].[Na+].[Na+].[Cl-:34].[Cl-:34].[K+:36].[K+:36].